Dataset: Forward reaction prediction with 1.9M reactions from USPTO patents (1976-2016). Task: Predict the product of the given reaction. Given the reactants [H-].[Na+].[C:3](Cl)(=[O:5])[CH3:4].[Cl:7][C:8]1[CH:9]=[C:10]([CH:19]=[C:20]([Cl:22])[CH:21]=1)[O:11][C:12]1[C:13]([CH3:18])=[N:14][NH:15][C:16]=1[CH3:17], predict the reaction product. The product is: [C:3]([N:15]1[C:16]([CH3:17])=[C:12]([O:11][C:10]2[CH:19]=[C:20]([Cl:22])[CH:21]=[C:8]([Cl:7])[CH:9]=2)[C:13]([CH3:18])=[N:14]1)(=[O:5])[CH3:4].